Dataset: Forward reaction prediction with 1.9M reactions from USPTO patents (1976-2016). Task: Predict the product of the given reaction. Given the reactants [CH3:1][C:2]1[NH:3][C:4]2[C:9]([CH:10]=1)=[CH:8][C:7]([CH3:11])=[CH:6][CH:5]=2.[N+:12]([C:15]1[CH:16]=[CH:17][CH:18]=[C:19]2[C:24]=1[N:23]=[CH:22][CH:21]=[C:20]2Cl)([O-:14])=[O:13].Cl.C(=O)([O-])O.[Na+], predict the reaction product. The product is: [N+:12]([C:15]1[CH:16]=[CH:17][CH:18]=[C:19]2[C:24]=1[N:23]=[C:22]([C:10]1[C:9]3[C:4](=[CH:5][CH:6]=[C:7]([CH3:11])[CH:8]=3)[NH:3][C:2]=1[CH3:1])[CH:21]=[CH:20]2)([O-:14])=[O:13].